This data is from Full USPTO retrosynthesis dataset with 1.9M reactions from patents (1976-2016). The task is: Predict the reactants needed to synthesize the given product. (1) The reactants are: [OH:1][CH2:2][CH2:3][O:4][C:5]1[CH:10]=[CH:9][CH:8]=[CH:7][C:6]=1[C:11](=O)[CH2:12][C:13]([O:15][CH2:16][CH3:17])=[O:14].Cl.[NH2:20][CH2:21][C:22]([NH2:24])=[O:23].C(N(CC)CC)C.C(O)(=O)C.C(=O)(O)[O-].[Na+]. Given the product [NH2:24][C:22](=[O:23])[CH2:21][NH:20]/[C:11](/[C:6]1[CH:7]=[CH:8][CH:9]=[CH:10][C:5]=1[O:4][CH2:3][CH2:2][OH:1])=[CH:12]\[C:13]([O:15][CH2:16][CH3:17])=[O:14], predict the reactants needed to synthesize it. (2) Given the product [Cl-:22].[Cl-:22].[CH2:1]([NH:3][C@H:11]1[CH2:12][CH2:13][C@@H:14]([N:17]2[CH2:21][CH2:20][CH2:19][CH2:18]2)[CH2:15][CH2:16]1)[CH3:2], predict the reactants needed to synthesize it. The reactants are: [CH2:1]([N:3]([C@H:11]1[CH2:16][CH2:15][C@@H:14]([N:17]2[CH2:21][CH2:20][CH2:19][CH2:18]2)[CH2:13][CH2:12]1)C(=O)OC(C)(C)C)[CH3:2].[ClH:22]. (3) Given the product [CH3:18][C:15]1([CH3:19])[O:16][CH2:17][C:12]([NH:20][C:21](=[O:27])[O:22][C:23]([CH3:26])([CH3:25])[CH3:24])([C:7]2[CH:6]=[CH:5][C:4]3[C:9](=[CH:10][CH:11]=[C:2]([O:1][C:34]4[CH:33]=[CH:32][CH:31]=[C:30]([C:29]([F:40])([F:39])[F:28])[CH:35]=4)[CH:3]=3)[CH:8]=2)[CH2:13][O:14]1, predict the reactants needed to synthesize it. The reactants are: [OH:1][C:2]1[CH:3]=[C:4]2[C:9](=[CH:10][CH:11]=1)[CH:8]=[C:7]([C:12]1([NH:20][C:21](=[O:27])[O:22][C:23]([CH3:26])([CH3:25])[CH3:24])[CH2:17][O:16][C:15]([CH3:19])([CH3:18])[O:14][CH2:13]1)[CH:6]=[CH:5]2.[F:28][C:29]([F:40])([F:39])[C:30]1[CH:31]=[C:32](B(O)O)[CH:33]=[CH:34][CH:35]=1.C(Cl)Cl. (4) Given the product [Cl:1][C:2]1[C:7]([C:8]([NH:16][C:15]2[CH:17]=[C:18]([O:20][CH3:21])[CH:19]=[C:13]([F:12])[CH:14]=2)=[O:9])=[C:6]([Cl:11])[N:5]=[CH:4][N:3]=1, predict the reactants needed to synthesize it. The reactants are: [Cl:1][C:2]1[C:7]([C:8](Cl)=[O:9])=[C:6]([Cl:11])[N:5]=[CH:4][N:3]=1.[F:12][C:13]1[CH:14]=[C:15]([CH:17]=[C:18]([O:20][CH3:21])[CH:19]=1)[NH2:16]. (5) Given the product [OH:22][C:3]12[C:14]3[C:19](=[CH:18][CH:17]=[CH:16][CH:15]=3)[C:20](=[O:21])[C:2]1([NH:1][C:24]#[N:23])[C:6]1[CH:7]=[CH:8][C:9]([CH:11]([CH3:13])[CH3:12])=[CH:10][C:5]=1[O:4]2, predict the reactants needed to synthesize it. The reactants are: [NH2:1][C:2]12[C:20](=[O:21])[C:19]3[C:14](=[CH:15][CH:16]=[CH:17][CH:18]=3)[C:3]1([OH:22])[O:4][C:5]1[CH:10]=[C:9]([CH:11]([CH3:13])[CH3:12])[CH:8]=[CH:7][C:6]=12.[N:23]#[C:24]Br. (6) Given the product [CH2:1]([O:3][C:4]([C:5]1[NH:7][C:8]2[C:9]([C:15]=1[C:16]1[CH:21]=[CH:20][CH:19]=[CH:18][CH:17]=1)=[CH:10][C:11]([Cl:14])=[CH:12][CH:13]=2)=[O:23])[CH3:2], predict the reactants needed to synthesize it. The reactants are: [CH2:1]([O:3][C:4](=[O:23])[C:5]([NH:7][C:8]1[CH:13]=[CH:12][C:11]([Cl:14])=[CH:10][C:9]=1[C:15](=O)[C:16]1[CH:21]=[CH:20][CH:19]=[CH:18][CH:17]=1)=O)[CH3:2].